From a dataset of CYP2C9 inhibition data for predicting drug metabolism from PubChem BioAssay. Regression/Classification. Given a drug SMILES string, predict its absorption, distribution, metabolism, or excretion properties. Task type varies by dataset: regression for continuous measurements (e.g., permeability, clearance, half-life) or binary classification for categorical outcomes (e.g., BBB penetration, CYP inhibition). Dataset: cyp2c9_veith. The molecule is NC(N)=NC(N)=Nc1ccc(S(N)(=O)=O)cc1. The result is 0 (non-inhibitor).